Dataset: Catalyst prediction with 721,799 reactions and 888 catalyst types from USPTO. Task: Predict which catalyst facilitates the given reaction. (1) Reactant: [CH3:1][C:2]1[CH:7]=[CH:6][N:5]=[CH:4][C:3]=1[N:8]1[CH2:12][CH2:11][NH:10][C:9]1=[O:13].Br[C:15]1[CH:16]=[C:17]([NH:21][C:22](=[O:24])[CH3:23])[CH:18]=[CH:19][CH:20]=1.N[C@@H]1CCCC[C@H]1N.P([O-])([O-])([O-])=O.[K+].[K+].[K+]. Product: [CH3:1][C:2]1[CH:7]=[CH:6][N:5]=[CH:4][C:3]=1[N:8]1[CH2:12][CH2:11][N:10]([C:15]2[CH:16]=[C:17]([NH:21][C:22](=[O:24])[CH3:23])[CH:18]=[CH:19][CH:20]=2)[C:9]1=[O:13]. The catalyst class is: 246. (2) Product: [CH:11]([C:9]1[N:8]([CH3:14])[C:5]2=[N:6][CH:7]=[C:2]([B:18]3[O:19][C:20]([CH3:22])([CH3:21])[C:16]([CH3:32])([CH3:15])[O:17]3)[CH:3]=[C:4]2[N:10]=1)([CH3:13])[CH3:12]. The catalyst class is: 294. Reactant: Br[C:2]1[CH:3]=[C:4]2[N:10]=[C:9]([CH:11]([CH3:13])[CH3:12])[N:8]([CH3:14])[C:5]2=[N:6][CH:7]=1.[CH3:15][C:16]1([CH3:32])[C:20]([CH3:22])([CH3:21])[O:19][B:18]([B:18]2[O:19][C:20]([CH3:22])([CH3:21])[C:16]([CH3:32])([CH3:15])[O:17]2)[O:17]1.C([O-])(=O)C.[K+]. (3) Reactant: [OH:1][C:2]1[CH:11]=[C:10]2[C:5]([CH:6]=[C:7]([CH:12]=[O:13])[CH2:8][O:9]2)=[CH:4][CH:3]=1.C([O-])([O-])=O.[K+].[K+].Br[CH2:21][C:22]1[CH:27]=[CH:26][C:25]([C:28]([F:31])([F:30])[F:29])=[CH:24][C:23]=1[C:32]([F:35])([F:34])[F:33].O. The catalyst class is: 3. Product: [F:33][C:32]([F:34])([F:35])[C:23]1[CH:24]=[C:25]([C:28]([F:31])([F:29])[F:30])[CH:26]=[CH:27][C:22]=1[CH2:21][O:1][C:2]1[CH:11]=[C:10]2[C:5]([CH:6]=[C:7]([CH:12]=[O:13])[CH2:8][O:9]2)=[CH:4][CH:3]=1.